From a dataset of Reaction yield outcomes from USPTO patents with 853,638 reactions. Predict the reaction yield, written as a fraction of the theoretical maximum amount of product (1.0 means a 100% yield; for example, 0.34 means a 34% yield). (1) The reactants are [N+:1]([C:4]1[CH:20]=[C:19]([S:21][C:22]#N)[CH:18]=[CH:17][C:5]=1[NH:6][S:7]([C:10]1[CH:15]=[CH:14][C:13]([CH3:16])=[CH:12][CH:11]=1)(=[O:9])=[O:8])([O-:3])=[O:2].[BH4-].[Na+].CI.O. The catalyst is CO. The yield is 0.470. The product is [N+:1]([C:4]1[CH:20]=[C:19]([S:21][CH3:22])[CH:18]=[CH:17][C:5]=1[NH:6][S:7]([C:10]1[CH:11]=[CH:12][C:13]([CH3:16])=[CH:14][CH:15]=1)(=[O:9])=[O:8])([O-:3])=[O:2]. (2) The reactants are [I:1][C:2]1[CH:3]=[C:4]([CH:8]=[C:9]([N+:12]([O-:14])=[O:13])[C:10]=1[CH3:11])[C:5]([OH:7])=[O:6].[C:15]([O-])([O-])=O.[K+].[K+].CI. The catalyst is CC(C)=O. The product is [CH3:15][O:6][C:5](=[O:7])[C:4]1[CH:8]=[C:9]([N+:12]([O-:14])=[O:13])[C:10]([CH3:11])=[C:2]([I:1])[CH:3]=1. The yield is 0.980. (3) The reactants are C(N(CC)CC)C.[Cl:8][C:9]1[CH:10]=[C:11]([C:16]([C@H:18]2[CH2:20][C@@H:19]2[C:21]([OH:23])=O)=[O:17])[CH:12]=[CH:13][C:14]=1[Cl:15].[NH2:24][C:25]1[CH:30]=[CH:29][CH:28]=[CH:27][CH:26]=1.C(Cl)CCl.C1C=CC2N(O)N=NC=2C=1. The catalyst is CN(C=O)C. The product is [Cl:8][C:9]1[CH:10]=[C:11]([C:16]([C@H:18]2[CH2:20][C@@H:19]2[C:21]([NH:24][C:25]2[CH:30]=[CH:29][CH:28]=[CH:27][CH:26]=2)=[O:23])=[O:17])[CH:12]=[CH:13][C:14]=1[Cl:15]. The yield is 0.820. (4) The reactants are C[O:2][C:3](=[O:31])[C:4]1[CH:9]=[CH:8][C:7]([CH2:10][N:11]2[CH:16]([C:17]3[C:22]([CH3:23])=[CH:21][CH:20]=[CH:19][N:18]=3)[CH2:15][CH2:14][CH2:13][CH:12]2[C:24]2[C:29]([CH3:30])=[CH:28][CH:27]=[CH:26][N:25]=2)=[CH:6][CH:5]=1.O.[OH-].[Na+].Cl. The catalyst is CO. The product is [CH3:30][C:29]1[C:24]([CH:12]2[CH2:13][CH2:14][CH2:15][CH:16]([C:17]3[C:22]([CH3:23])=[CH:21][CH:20]=[CH:19][N:18]=3)[N:11]2[CH2:10][C:7]2[CH:6]=[CH:5][C:4]([C:3]([OH:31])=[O:2])=[CH:9][CH:8]=2)=[N:25][CH:26]=[CH:27][CH:28]=1. The yield is 1.00. (5) The reactants are Cl[C:2]1[CH:7]=[C:6]([NH2:8])[CH:5]=[CH:4][N:3]=1.[NH:9]1[CH2:13][CH2:12][CH2:11][CH2:10]1. No catalyst specified. The product is [N:9]1([C:2]2[CH:7]=[C:6]([NH2:8])[CH:5]=[CH:4][N:3]=2)[CH2:13][CH2:12][CH2:11][CH2:10]1. The yield is 0.790. (6) The reactants are [NH2:1][C:2]1[CH:6]=[C:5]([C:7]2[CH:12]=[CH:11][N:10]=[CH:9][CH:8]=2)[S:4][C:3]=1[C:13]([NH2:15])=[O:14].O.[C:17]1(C)[CH:22]=CC(S(O)(=O)=O)=C[CH:18]=1.CC(C)=O. The catalyst is C1(C)C=CC=CC=1. The product is [CH3:18][C:17]1([CH3:22])[NH:1][C:2]2[CH:6]=[C:5]([C:7]3[CH:8]=[CH:9][N:10]=[CH:11][CH:12]=3)[S:4][C:3]=2[C:13](=[O:14])[NH:15]1. The yield is 0.740. (7) The product is [Si:1]([O:18][C@H:19]1[C:24](=[CH2:25])[C@@H:23]([F:26])[CH2:22]/[C:21](=[CH:27]/[CH2:28][OH:29])/[CH2:20]1)([C:14]([CH3:17])([CH3:16])[CH3:15])([C:8]1[CH:13]=[CH:12][CH:11]=[CH:10][CH:9]=1)[C:2]1[CH:3]=[CH:4][CH:5]=[CH:6][CH:7]=1. The reactants are [Si:1]([O:18][C@H:19]1[C:24](=[CH2:25])[C@@H:23]([F:26])[CH2:22]/[C:21](=[CH:27]/[C:28](OC)=[O:29])/[CH2:20]1)([C:14]([CH3:17])([CH3:16])[CH3:15])([C:8]1[CH:13]=[CH:12][CH:11]=[CH:10][CH:9]=1)[C:2]1[CH:7]=[CH:6][CH:5]=[CH:4][CH:3]=1.[H-].C([Al+]CC(C)C)C(C)C. The catalyst is ClCCl.C1(C)C=CC=CC=1. The yield is 0.950. (8) The reactants are [Br:1][C:2]1[CH:3]=[C:4]([N:8]2[C:16]3[CH:15]=[C:14](Cl)[N:13]=[CH:12][C:11]=3[C:10]([C:18]([NH2:20])=[O:19])=[N:9]2)[CH:5]=[CH:6][CH:7]=1.Cl.[NH:22]1[CH2:26][CH2:25][C@@H:24]([OH:27])[CH2:23]1. No catalyst specified. The product is [Br:1][C:2]1[CH:3]=[C:4]([N:8]2[C:16]3[CH:15]=[C:14]([N:22]4[CH2:26][CH2:25][C@@H:24]([OH:27])[CH2:23]4)[N:13]=[CH:12][C:11]=3[C:10]([C:18]([NH2:20])=[O:19])=[N:9]2)[CH:5]=[CH:6][CH:7]=1. The yield is 0.610.